Dataset: Peptide-MHC class II binding affinity with 134,281 pairs from IEDB. Task: Regression. Given a peptide amino acid sequence and an MHC pseudo amino acid sequence, predict their binding affinity value. This is MHC class II binding data. (1) The peptide sequence is SHNVQGATVAVDCRP. The MHC is HLA-DQA10501-DQB10301 with pseudo-sequence HLA-DQA10501-DQB10301. The binding affinity (normalized) is 0.746. (2) The peptide sequence is TIRVLALGNQEGSLK. The MHC is DRB1_0401 with pseudo-sequence DRB1_0401. The binding affinity (normalized) is 0.543. (3) The peptide sequence is FLAVAVVLGLATSPT. The MHC is HLA-DQA10104-DQB10503 with pseudo-sequence HLA-DQA10104-DQB10503. The binding affinity (normalized) is 0.390. (4) The peptide sequence is TKTTSDYQDSDVSQ. The MHC is DRB1_0401 with pseudo-sequence DRB1_0401. The binding affinity (normalized) is 0.0634. (5) The peptide sequence is IIFIFRRDLLCPLGAL. The MHC is DRB4_0101 with pseudo-sequence DRB4_0103. The binding affinity (normalized) is 0.420. (6) The peptide sequence is GLLSYVIGLLPQNMV. The MHC is DRB1_0802 with pseudo-sequence DRB1_0802. The binding affinity (normalized) is 0.277. (7) The peptide sequence is PIIIDQKYCPNKICT. The MHC is DRB1_0901 with pseudo-sequence DRB1_0901. The binding affinity (normalized) is 0.206. (8) The peptide sequence is GFFTSVGKGIHTVFG. The MHC is H-2-IEd with pseudo-sequence H-2-IEd. The binding affinity (normalized) is 0.193. (9) The peptide sequence is AVHVWLRLPAGRVEI. The binding affinity (normalized) is 0.307. The MHC is HLA-DQA10101-DQB10501 with pseudo-sequence HLA-DQA10101-DQB10501.